Dataset: Full USPTO retrosynthesis dataset with 1.9M reactions from patents (1976-2016). Task: Predict the reactants needed to synthesize the given product. (1) Given the product [N:1]1([CH2:7][CH2:8][NH:9][C:10](=[O:42])[C@H:11]([CH:39]([CH3:41])[CH3:40])[CH2:12][C@H:13]([OH:38])[C@@H:14]([NH2:35])[CH2:15][C@H:16]([CH2:20][C:21]2[CH:26]=[CH:25][C:24]([O:27][CH3:28])=[C:23]([O:29][CH2:30][CH2:31][CH2:32][O:33][CH3:34])[CH:22]=2)[CH:17]([CH3:19])[CH3:18])[CH2:6][CH2:5][CH2:4][CH2:3][CH2:2]1, predict the reactants needed to synthesize it. The reactants are: [N:1]1([CH2:7][CH2:8][NH:9][C:10](=[O:42])[C@H:11]([CH:39]([CH3:41])[CH3:40])[CH2:12][C@H:13]([OH:38])[C@@H:14]([N:35]=[N+]=[N-])[CH2:15][C@H:16]([CH2:20][C:21]2[CH:26]=[CH:25][C:24]([O:27][CH3:28])=[C:23]([O:29][CH2:30][CH2:31][CH2:32][O:33][CH3:34])[CH:22]=2)[CH:17]([CH3:19])[CH3:18])[CH2:6][CH2:5][CH2:4][CH2:3][CH2:2]1. (2) Given the product [Br:1][C:2]1[C:3]([O:17][CH:18]2[CH2:23][CH2:22][N:21]([CH:24]([CH3:26])[CH3:25])[CH2:20][CH2:19]2)=[CH:4][C:5]2[CH:6]=[C:7]3[C:14](=[O:15])[N:13]([CH2:30][CH:31]4[CH2:33][CH2:32]4)[CH2:12][C@@H:11]([CH3:16])[N:8]3[C:9]=2[CH:10]=1, predict the reactants needed to synthesize it. The reactants are: [Br:1][C:2]1[C:3]([O:17][CH:18]2[CH2:23][CH2:22][N:21]([CH:24]([CH3:26])[CH3:25])[CH2:20][CH2:19]2)=[CH:4][C:5]2[CH:6]=[C:7]3[C:14](=[O:15])[NH:13][CH2:12][C@@H:11]([CH3:16])[N:8]3[C:9]=2[CH:10]=1.[H-].[Na+].Br[CH2:30][CH:31]1[CH2:33][CH2:32]1. (3) Given the product [C:24]([O:23][C:21]([N:8]1[CH2:9][C@H:10]([C:11](=[O:20])[NH:12][C:13]2[CH:14]=[CH:15][C:16]([Cl:19])=[CH:17][CH:18]=2)[C@@H:6]([C:4]([OH:5])=[O:3])[CH2:7]1)=[O:22])([CH3:27])([CH3:25])[CH3:26], predict the reactants needed to synthesize it. The reactants are: C([O:3][C:4]([C@@H:6]1[C@@H:10]([C:11](=[O:20])[NH:12][C:13]2[CH:18]=[CH:17][C:16]([Cl:19])=[CH:15][CH:14]=2)[CH2:9][N:8]([C:21]([O:23][C:24]([CH3:27])([CH3:26])[CH3:25])=[O:22])[CH2:7]1)=[O:5])C.Cl. (4) Given the product [Si:21]([O:20][CH2:19][CH2:18][N:3]1[CH2:4][CH2:5][CH2:6][CH2:7][C@H:8]([NH:9][C:10](=[O:16])[O:11][C:12]([CH3:13])([CH3:15])[CH3:14])[C:2]1=[O:1])([C:24]([CH3:27])([CH3:26])[CH3:25])([CH3:23])[CH3:22], predict the reactants needed to synthesize it. The reactants are: [O:1]=[C:2]1[C@@H:8]([NH:9][C:10](=[O:16])[O:11][C:12]([CH3:15])([CH3:14])[CH3:13])[CH2:7][CH2:6][CH2:5][CH2:4][NH:3]1.Br[CH2:18][CH2:19][O:20][Si:21]([C:24]([CH3:27])([CH3:26])[CH3:25])([CH3:23])[CH3:22]. (5) Given the product [ClH:16].[NH2:7][C@H:8]([CH3:9])[C:10]([N:11]([CH3:13])[CH3:12])=[O:14], predict the reactants needed to synthesize it. The reactants are: C(OC(=O)[NH:7][C@@H:8]([C:10](=[O:14])[N:11]([CH3:13])[CH3:12])[CH3:9])(C)(C)C.[ClH:16]. (6) Given the product [CH2:1]([O:3][C:4](=[O:16])[CH2:5][CH2:6][C:7]1[CH:12]=[CH:11][CH:10]=[C:9]([NH2:13])[CH:8]=1)[CH3:2], predict the reactants needed to synthesize it. The reactants are: [CH2:1]([O:3][C:4](=[O:16])[CH:5]=[CH:6][C:7]1[CH:12]=[CH:11][CH:10]=[C:9]([N+:13]([O-])=O)[CH:8]=1)[CH3:2]. (7) Given the product [CH2:1]([O:8][CH2:9][C:10]1[NH:22][CH:21]=[C:20]([CH2:16][CH3:17])[N:19]=1)[C:2]1[CH:7]=[CH:6][CH:5]=[CH:4][CH:3]=1, predict the reactants needed to synthesize it. The reactants are: [CH2:1]([O:8][CH2:9][CH:10]=O)[C:2]1[CH:7]=[CH:6][CH:5]=[CH:4][CH:3]=1.ClC(Cl)([CH2:16][CH3:17])C=O.[NH3:19].[CH3:20][C:21]#[N:22]. (8) Given the product [F:8][C:6]1[CH:5]=[C:4]([S:9]([N:12]=[CH:15][N:16]([CH3:18])[CH3:17])(=[O:10])=[O:11])[CH:3]=[C:2]([F:1])[CH:7]=1, predict the reactants needed to synthesize it. The reactants are: [F:1][C:2]1[CH:3]=[C:4]([S:9]([NH2:12])(=[O:11])=[O:10])[CH:5]=[C:6]([F:8])[CH:7]=1.CO[CH:15](OC)[N:16]([CH3:18])[CH3:17]. (9) The reactants are: [NH2:1][C:2]1[N:3]([CH3:24])[C:4](=[O:23])[C@:5]2([N:22]=1)[C:14]1[CH:13]=[C:12]([O:15]C)[CH:11]=[CH:10][C:9]=1[O:8][C@H:7]1[CH2:17][CH2:18][CH2:19][O:20][C@:6]21[CH3:21].B(Br)(Br)Br. Given the product [NH2:1][C:2]1[N:3]([CH3:24])[C:4](=[O:23])[C@:5]2([N:22]=1)[C:14]1[CH:13]=[C:12]([OH:15])[CH:11]=[CH:10][C:9]=1[O:8][C@H:7]1[CH2:17][CH2:18][CH2:19][O:20][C@:6]21[CH3:21], predict the reactants needed to synthesize it.